Dataset: Catalyst prediction with 721,799 reactions and 888 catalyst types from USPTO. Task: Predict which catalyst facilitates the given reaction. (1) Reactant: [N:1]1([C:7]2[CH:14]=[CH:13][C:10]([CH:11]=O)=[C:9]([O:15][C:16]([F:19])([F:18])[F:17])[CH:8]=2)[CH2:6][CH2:5][O:4][CH2:3][CH2:2]1.[CH3:20][C:21]1([CH3:34])[CH2:26][NH:25][CH2:24][CH2:23][N:22]1[C:27]([O:29][C:30]([CH3:33])([CH3:32])[CH3:31])=[O:28].ClCCCl.[Na]. Product: [CH3:20][C:21]1([CH3:34])[CH2:26][N:25]([CH2:11][C:10]2[CH:13]=[CH:14][C:7]([N:1]3[CH2:6][CH2:5][O:4][CH2:3][CH2:2]3)=[CH:8][C:9]=2[O:15][C:16]([F:19])([F:18])[F:17])[CH2:24][CH2:23][N:22]1[C:27]([O:29][C:30]([CH3:33])([CH3:32])[CH3:31])=[O:28]. The catalyst class is: 6. (2) Reactant: [NH:1]1[CH2:5][CH2:4][CH2:3][CH2:2]1.C([O-])([O-])=O.[K+].[K+].Br[CH2:13][C:14]([O:16][CH2:17][CH3:18])=[O:15]. Product: [N:1]1([CH2:13][C:14]([O:16][CH2:17][CH3:18])=[O:15])[CH2:5][CH2:4][CH2:3][CH2:2]1. The catalyst class is: 3. (3) Reactant: [CH3:1][C:2]1[CH:10]=[CH:9][C:5]([C:6](O)=[O:7])=[CH:4][N:3]=1.Cl.[CH3:12][NH:13][O:14][CH3:15].CN1CCOCC1.[Cl-].COC1N=C(OC)N=C([N+]2(C)CCOCC2)N=1. Product: [CH3:15][O:14][N:13]([CH3:12])[C:6](=[O:7])[C:5]1[CH:9]=[CH:10][C:2]([CH3:1])=[N:3][CH:4]=1. The catalyst class is: 83.